This data is from Experimentally validated miRNA-target interactions with 360,000+ pairs, plus equal number of negative samples. The task is: Binary Classification. Given a miRNA mature sequence and a target amino acid sequence, predict their likelihood of interaction. (1) The miRNA is mmu-miR-467e-5p with sequence AUAAGUGUGAGCAUGUAUAUGU. The protein sequence of the target gene is MSAEKMTKLEENLQRAVALKKTVDRWRNFHIHCMWQTTLDQRRNLFAALRMKDTKEQELALSNKQLLVVRQAALHELFEKEYQQYQQELNQMGKAFYEERL. Result: 0 (no interaction). (2) The miRNA is hsa-miR-106b-5p with sequence UAAAGUGCUGACAGUGCAGAU. The protein sequence of the target gene is MEKGGNIQLEIPDFSNSVLSHLNQLRMQGRLCDIVVNVQGQAFRAHKVVLAASSPYFRDHMSLNEMSTVSISVIKNPTVFEQLLSFCYTGRICLQLADIISYLTAASFLQMQHIIDKCTQILEGIHFKINVAEVEAELSQTRTKHQERPPESHRVTPNLNRSLSPRHNTPKGNRRGQVSAVLDIRELSPPEESTSPQIIEPSSDVESREPILRINRAGQWYVETGVADRGGRSDDEVRVLGAVHIKTENLEEWLGPENQPSGEDGSSAEEVTAMVIDTTGHGSVGQENYTLGSSGAKVAR.... Result: 1 (interaction). (3) The miRNA is hsa-miR-4480 with sequence AGCCAAGUGGAAGUUACUUUA. The protein sequence of the target gene is MDWKDVLRRRLASPNTDPKRKKSEQELKDEEMDLFTKYYSEWKGGRKNTNEFYKTIPRFYYRLPAEDEVLLQKLREESRAVFLQRKSRELLDNEELQNLWFLLDKHQIPPMIGEEAMINYENFLKVGEKAGPKCKQFFTAKVFAKLLHTDSYGRISIMQFFNYVMRKVWLHQTRIGLSLYDVAGQGYLRESDLENYILELIPTLPQLDGLEKSFYSFYVCTAVRKFFFFLDPLRTGKIKIQDILACSFLDDLLELRDEELSKESQETNWFSAPSALRVYGQYLNLDKDHNGMLSKEELSR.... Result: 0 (no interaction). (4) The protein sequence of the target gene is MAAQGEAVEEIICEFDDDLVSELSTLLRVDALSVLKRQQEEDHKTRMKMKKGFNSQMRSEAKRLKTFETYDKFRSWTPQEMAAAGFYHTGVKLGVQCFCCSLILFSTRLRKLPIENHKKLRPECEFLLGKDVGNIGKYDIRVKSPEKMLRGDKARYHEEEARLESFEDWPFYAHGTSPRVLSAAGFVFTGKRDTVQCFSCGGCLGNWEEGDDPWKEHAKWFPKCEFLQSKKSPEEITQYVQSYEGFLHVTGEHFVNSWVRRELPMVSAYCNDSVFANEELRMDTFKDWPHESPGAVEALV.... The miRNA is hsa-miR-6818-5p with sequence UUGUGUGAGUACAGAGAGCAUC. Result: 0 (no interaction). (5) The miRNA is mmu-miR-744-5p with sequence UGCGGGGCUAGGGCUAACAGCA. The protein sequence of the target gene is MDLRDWLFLCYGLIAFLTEVIDSTTCPSVCRCDNGFIYCNDRGLTSIPSDIPDDATTLYLQNNQINNAGIPQDLKTKVKVQVIYLYENDLDEFPINLPRSLRELHLQDNNVRTIARDSLARIPLLEKLHLDDNSVSTVSIEEDAFADSKQLKLLFLSRNHLSSIPSGLPHTLEELRLDDNRISTIPLHAFKGLNSLRRLVLDGNLLANQRIADDTFSRLQNLTELSLVRNSLAAPPLNLPSAHLQKLYLQDNAISHIPYNTLAKMRELERLDLSNNNLTTLPRGLFDDLGNLAQLLLRNN.... Result: 0 (no interaction). (6) The miRNA is rno-miR-23b-3p with sequence AUCACAUUGCCAGGGAUUACC. The protein sequence of the target gene is MPVTVTRTTITTTTSSSTTVGSARALTQPLGLLRLLQLISTCVAFSLVASVGAWTGPMGNWAMFTWCFCFAVTLIILIVELGGLQAHFPLSWRNFPITFACYAALFCLSSSIIYPTTYVQFLAHGRTRDHAIAATTFSCVACLAYATEVAWTRARPGEITGYMATVPGLLKVFETFVACIIFAFISEPLLYNQKPALEWCVAVYAICFILAGVTILLNLGDCTNVLPIPFPTFLSGLALLSVLFYATAIVLWPLYQFDQRYQGQPRRSMDPSCTRSISYIQPNTVCFWDRRLAVSILTGI.... Result: 0 (no interaction). (7) The miRNA is rno-miR-500-3p with sequence AAUGCACCUGGGCAAGGGUUCA. The protein sequence of the target gene is MSQVPTTYSFDAPTDFINFSSLDAEEDTENIDSWFDEKANLENKFLRQRGIGEPFQGKNSLRKAKLQQGFVTPLKAVDNTYHKETEKENLQKQSIPSNDCSSLDAKRAVSGNTPVQPQRRSIRLSAQKDLEQKEKNHVASVEMKAKRCVAPATDCPPQKRMKVSHKKKLEEEEEGSAPATSRKNERETLEKAKGKHTVPGVPPAREKVLKSTEEQEIEKRLRMQQEVVELRRKNEEFKKLALAGPGQPVKKSTSQVTKTVDFHFLTDERIKQHPKNQEEYKEVNFMSELRKHSSTPARGT.... Result: 0 (no interaction).